From a dataset of Catalyst prediction with 721,799 reactions and 888 catalyst types from USPTO. Predict which catalyst facilitates the given reaction. Reactant: [C:17]1(=[O:22])N(C2C(=O)OC3C(C=2)=CC(N2[C:20](=[O:21])[CH:19]=[CH:18][C:17]2=[O:22])=CC=3)[C:20](=[O:21])[CH:19]=[CH:18]1.[NH2:26][C:27]1[C:36]2[C:31](=[C:32]([NH2:37])[CH:33]=[CH:34][CH:35]=2)[CH:30]=[CH:29][CH:28]=1.[C:38]1(=O)[O:43][C:41](=[O:42])[CH:40]=[CH:39]1.C(OC(=O)C)(=O)C.C([O-])(=O)C.[Na+]. Product: [C:20]1(=[O:21])[N:26]([C:27]2[C:36]3[C:31](=[C:32]([N:37]4[C:41](=[O:42])[CH:40]=[CH:39][C:38]4=[O:43])[CH:33]=[CH:34][CH:35]=3)[CH:30]=[CH:29][CH:28]=2)[C:17](=[O:22])[CH:18]=[CH:19]1. The catalyst class is: 22.